This data is from Full USPTO retrosynthesis dataset with 1.9M reactions from patents (1976-2016). The task is: Predict the reactants needed to synthesize the given product. (1) The reactants are: [F:1][C:2]1[CH:3]=[C:4]([C:8](=O)[CH2:9][S:10][C:11]#[N:12])[CH:5]=[CH:6][CH:7]=1.[BrH:14].C(O)(=O)C.O. Given the product [Br:14][C:11]1[S:10][CH:9]=[C:8]([C:4]2[CH:5]=[CH:6][CH:7]=[C:2]([F:1])[CH:3]=2)[N:12]=1, predict the reactants needed to synthesize it. (2) Given the product [CH3:24][S:25]([NH:28][C:29]1[CH:35]=[CH:34][C:32]([NH:33]/[C:13](=[C:6]2\[C:5](=[O:23])[NH:4][C:12]3[C:7]\2=[CH:8][CH:9]=[CH:10][CH:11]=3)/[C:14]2[CH:15]=[CH:16][CH:17]=[CH:18][CH:19]=2)=[CH:31][CH:30]=1)(=[O:27])=[O:26], predict the reactants needed to synthesize it. The reactants are: C([N:4]1[C:12]2[C:7](=[CH:8][CH:9]=[CH:10][CH:11]=2)[C:6](=[C:13](OCC)[C:14]2[CH:19]=[CH:18][CH:17]=[CH:16][CH:15]=2)[C:5]1=[O:23])(=O)C.[CH3:24][S:25]([NH:28][C:29]1[CH:35]=[CH:34][C:32]([NH2:33])=[CH:31][CH:30]=1)(=[O:27])=[O:26].[OH-].[Na+]. (3) Given the product [F:25][C:22]1[CH:23]=[CH:24][C:19]([N:16]2[CH2:17][CH2:18][N:13]([C:8]3[NH:7][C:6](=[O:28])[NH:11][C:1](=[O:4])[N:9]=3)[CH2:14][CH2:15]2)=[CH:20][CH:21]=1, predict the reactants needed to synthesize it. The reactants are: [C:1]([OH:4])(=O)C.Cl[C:6]1[N:11]=C(Cl)[N:9]=[C:8]([N:13]2[CH2:18][CH2:17][N:16]([C:19]3[CH:24]=[CH:23][C:22]([F:25])=[CH:21][CH:20]=3)[CH2:15][CH2:14]2)[N:7]=1.C([O-])(=[O:28])C.[Na+]. (4) Given the product [O:1]=[C:2]1[CH2:7][CH2:6][CH:5]([C:8]([O:10][C:17]([CH3:20])([CH3:19])[CH3:18])=[O:9])[CH2:4][CH2:3]1, predict the reactants needed to synthesize it. The reactants are: [O:1]=[C:2]1[CH2:7][CH2:6][CH:5]([C:8]([OH:10])=[O:9])[CH2:4][CH2:3]1.N1C=CC=CC=1.[C:17](O)([CH3:20])([CH3:19])[CH3:18].O=P(Cl)(Cl)Cl. (5) Given the product [NH2:14][CH2:15][CH2:16][C:17]1[CH:22]=[CH:21][C:20]([O:23][C:24]2[CH:29]=[CH:28][C:27]([NH:30][C:31](=[O:33])[CH3:32])=[CH:26][CH:25]=2)=[CH:19][CH:18]=1, predict the reactants needed to synthesize it. The reactants are: FC(F)(F)C(O)=O.C(OC(=O)[NH:14][CH2:15][CH2:16][C:17]1[CH:22]=[CH:21][C:20]([O:23][C:24]2[CH:29]=[CH:28][C:27]([NH:30][C:31](=[O:33])[CH3:32])=[CH:26][CH:25]=2)=[CH:19][CH:18]=1)(C)(C)C.